This data is from Catalyst prediction with 721,799 reactions and 888 catalyst types from USPTO. The task is: Predict which catalyst facilitates the given reaction. (1) Reactant: C(O[C:6](=O)[NH:7][CH2:8][C:9]1[CH:14]=[CH:13][C:12]([C:15]([N:17]2[CH2:22][CH2:21][N:20]([CH3:23])[CH2:19][CH2:18]2)=[O:16])=[CH:11][CH:10]=1)(C)(C)C.[H-].[Na+].CI.C(O)(C(F)(F)F)=O. Product: [CH3:6][NH:7][CH2:8][C:9]1[CH:14]=[CH:13][C:12]([C:15]([N:17]2[CH2:18][CH2:19][N:20]([CH3:23])[CH2:21][CH2:22]2)=[O:16])=[CH:11][CH:10]=1. The catalyst class is: 3. (2) The catalyst class is: 43. Reactant: [C:1]([Si:5]([CH3:63])([CH3:62])[O:6][C@H:7]1[C@@H:11]([O:12][Si:13]([C:16]([CH3:19])([CH3:18])[CH3:17])([CH3:15])[CH3:14])[C@H:10]([N:20]2[CH:25]=[CH:24][C:23](=[O:26])[N:22]([CH2:27][C:28]3[CH:33]=[CH:32][C:31]([O:34][CH3:35])=[CH:30][CH:29]=3)[C:21]2=[O:36])[O:9][C@@H:8]1[C@@H:37]([OH:61])[C@H:38]([N:46](CC1C=CC=CC=1)CC1C=CC=CC=1)[C:39]([O:41][C:42]([CH3:45])([CH3:44])[CH3:43])=[O:40])([CH3:4])([CH3:3])[CH3:2]. Product: [NH2:46][C@@H:38]([C@@H:37]([C@@H:8]1[C@@H:7]([O:6][Si:5]([C:1]([CH3:2])([CH3:3])[CH3:4])([CH3:63])[CH3:62])[C@@H:11]([O:12][Si:13]([C:16]([CH3:19])([CH3:18])[CH3:17])([CH3:14])[CH3:15])[C@H:10]([N:20]2[CH:25]=[CH:24][C:23](=[O:26])[N:22]([CH2:27][C:28]3[CH:33]=[CH:32][C:31]([O:34][CH3:35])=[CH:30][CH:29]=3)[C:21]2=[O:36])[O:9]1)[OH:61])[C:39]([O:41][C:42]([CH3:44])([CH3:43])[CH3:45])=[O:40]. (3) Reactant: [CH3:1][C:2]1[N:3]=[CH:4][C:5]2[CH:11]=[C:10]([C:12]([OH:14])=O)[C:9](=[O:15])[NH:8][C:6]=2[N:7]=1.[NH2:16][C:17]1[CH:18]=[C:19]([CH:24]=[CH:25][C:26]=1[Cl:27])[C:20]([O:22][CH3:23])=[O:21].C(N(CC)CC)C.CN(C(ON1N=NC2C=CC=NC1=2)=[N+](C)C)C.F[P-](F)(F)(F)(F)F. Product: [Cl:27][C:26]1[CH:25]=[CH:24][C:19]([C:20]([O:22][CH3:23])=[O:21])=[CH:18][C:17]=1[NH:16][C:12]([C:10]1[C:9](=[O:15])[NH:8][C:6]2[N:7]=[C:2]([CH3:1])[N:3]=[CH:4][C:5]=2[CH:11]=1)=[O:14]. The catalyst class is: 3. (4) Reactant: [Cl:1][C:2]1[CH:3]=[CH:4][C:5]([O:11][CH2:12][C:13]([N:15]2[CH2:20][C@H:19]([CH3:21])[N:18]([CH2:22][C:23]3[CH:28]=[CH:27][C:26]([F:29])=[CH:25][CH:24]=3)[CH2:17][C@H:16]2[CH3:30])=[O:14])=[C:6]([CH:10]=1)[C:7]([OH:9])=O.Cl.CN(C)CCCN=C=NCC.[N:43]1([C:49]([O:51][C:52]([CH3:55])([CH3:54])[CH3:53])=[O:50])[CH2:48][CH2:47][NH:46][CH2:45][CH2:44]1. Product: [C:52]([O:51][C:49]([N:43]1[CH2:48][CH2:47][N:46]([C:7](=[O:9])[C:6]2[CH:10]=[C:2]([Cl:1])[CH:3]=[CH:4][C:5]=2[O:11][CH2:12][C:13]([N:15]2[CH2:20][C@H:19]([CH3:21])[N:18]([CH2:22][C:23]3[CH:24]=[CH:25][C:26]([F:29])=[CH:27][CH:28]=3)[CH2:17][C@H:16]2[CH3:30])=[O:14])[CH2:45][CH2:44]1)=[O:50])([CH3:55])([CH3:53])[CH3:54]. The catalyst class is: 112.